From a dataset of Catalyst prediction with 721,799 reactions and 888 catalyst types from USPTO. Predict which catalyst facilitates the given reaction. (1) Reactant: [CH3:1][N:2]1[CH:6]=[C:5]([C:7]2[CH:12]=[CH:11][C:10]([C:13]3[CH:14]=[N:15][CH:16]=[C:17]4[C:22]=3[N:21]=[C:20]([C:23]([N:25]3[CH2:30][CH2:29][N:28](C(OC(C)(C)C)=O)[CH2:27][CH2:26]3)=[O:24])[CH:19]=[CH:18]4)=[CH:9][CH:8]=2)[CH:4]=[N:3]1.FC(F)(F)C(O)=O. Product: [CH3:1][N:2]1[CH:6]=[C:5]([C:7]2[CH:12]=[CH:11][C:10]([C:13]3[CH:14]=[N:15][CH:16]=[C:17]4[C:22]=3[N:21]=[C:20]([C:23]([N:25]3[CH2:30][CH2:29][NH:28][CH2:27][CH2:26]3)=[O:24])[CH:19]=[CH:18]4)=[CH:9][CH:8]=2)[CH:4]=[N:3]1. The catalyst class is: 2. (2) Reactant: [Br:1][C:2]1[NH:6][C:5]2[CH:7]=[CH:8][CH:9]=[CH:10][C:4]=2[N:3]=1.[H-].[Na+].S(OCC)(O[CH2:17][CH3:18])(=O)=O. Product: [Br:1][C:2]1[N:6]([CH2:17][CH3:18])[C:5]2[CH:7]=[CH:8][CH:9]=[CH:10][C:4]=2[N:3]=1. The catalyst class is: 7. (3) Reactant: [N:1]1[C:13]2[C:12](=[O:14])[N:11]3[C:6](=[N:7][CH2:8][CH2:9][CH2:10]3)[C:5]=2[N:4]=[CH:3][CH:2]=1.O.[NH2:16][NH2:17]. Product: [NH2:7][CH2:8][CH2:9][CH2:10][NH:11][C:6]1[C:5]2[N:4]=[CH:3][CH:2]=[N:1][C:13]=2[C:12](=[O:14])[NH:17][N:16]=1. The catalyst class is: 8.